This data is from Reaction yield outcomes from USPTO patents with 853,638 reactions. The task is: Predict the reaction yield, written as a fraction of the theoretical maximum amount of product (1.0 means a 100% yield; for example, 0.34 means a 34% yield). (1) The reactants are [CH:1]1[C:10]2[C:5](=[CH:6][CH:7]=[CH:8][CH:9]=2)[CH:4]=[CH:3][C:2]=1[CH:11]=[CH:12][C:13]([NH:15][C:16]1[CH:26]=[CH:25][C:19]([C:20]([O:22][CH2:23][CH3:24])=[O:21])=[CH:18][CH:17]=1)=[O:14].C1COCC1. The catalyst is CO.Cl[Ni]Cl. The product is [CH:1]1[C:10]2[C:5](=[CH:6][CH:7]=[CH:8][CH:9]=2)[CH:4]=[CH:3][C:2]=1[CH2:11][CH2:12][C:13]([NH:15][C:16]1[CH:17]=[CH:18][C:19]([C:20]([O:22][CH2:23][CH3:24])=[O:21])=[CH:25][CH:26]=1)=[O:14]. The yield is 0.790. (2) The reactants are [Cl:1][C:2]1[C:11]2[CH:10]=[CH:9][CH:8]=[C:7]([NH2:12])[C:6]=2[CH:5]=[CH:4][N:3]=1.[Br:13][C:14]1[CH:19]=[CH:18][C:17]([CH2:20][N:21]=[C:22]=[O:23])=[CH:16][CH:15]=1. The catalyst is C1(C)C=CC=CC=1. The product is [Br:13][C:14]1[CH:15]=[CH:16][C:17]([CH2:20][NH:21][C:22]([NH:12][C:7]2[CH:8]=[CH:9][CH:10]=[C:11]3[C:6]=2[CH:5]=[CH:4][N:3]=[C:2]3[Cl:1])=[O:23])=[CH:18][CH:19]=1. The yield is 0.630. (3) The reactants are [CH2:1]([N:8]1[C:16]2[C:15](=[O:17])[NH:14][C:13](=[O:18])[N:12]([CH3:19])[C:11]=2[N:10]=[C:9]1[Br:20])[C:2]1[CH:7]=[CH:6][CH:5]=[CH:4][CH:3]=1.[H-].[Na+].[C:23]([O:26][C@H:27]([CH3:33])[CH2:28][CH2:29][CH2:30][CH2:31]Cl)(=[O:25])[CH3:24]. The catalyst is CS(C)=O. The product is [C:23]([O:26][C@H:27]([CH3:33])[CH2:28][CH2:29][CH2:30][CH2:31][N:14]1[C:15](=[O:17])[C:16]2[N:8]([CH2:1][C:2]3[CH:7]=[CH:6][CH:5]=[CH:4][CH:3]=3)[C:9]([Br:20])=[N:10][C:11]=2[N:12]([CH3:19])[C:13]1=[O:18])(=[O:25])[CH3:24]. The yield is 0.860. (4) The reactants are [C:1]([C:5]1[O:9][N:8]=[C:7]([NH:10][C:11]([NH:13][C:14]2[CH:19]=[CH:18][CH:17]=[C:16]([O:20][C:21]3[C:30]4[C:25](=[CH:26][C:27]([O:33][CH2:34][CH2:35][O:36][CH3:37])=[C:28]([O:31][CH3:32])[CH:29]=4)[N:24]=[CH:23][N:22]=3)[CH:15]=2)=[O:12])[CH:6]=1)([CH3:4])([CH3:3])[CH3:2].[ClH:38].CCOCC. The catalyst is C(Cl)Cl.CO. The product is [ClH:38].[C:1]([C:5]1[O:9][N:8]=[C:7]([NH:10][C:11]([NH:13][C:14]2[CH:19]=[CH:18][CH:17]=[C:16]([O:20][C:21]3[C:30]4[C:25](=[CH:26][C:27]([O:33][CH2:34][CH2:35][O:36][CH3:37])=[C:28]([O:31][CH3:32])[CH:29]=4)[N:24]=[CH:23][N:22]=3)[CH:15]=2)=[O:12])[CH:6]=1)([CH3:4])([CH3:2])[CH3:3]. The yield is 0.963. (5) The product is [NH2:17][CH:15]1[CH2:14][CH:13]([O:12][C:10]2[C:11]3[C:3]([C:1]#[N:2])=[CH:4][N:5]([CH2:32][O:33][CH2:34][CH2:35][Si:36]([CH3:39])([CH3:38])[CH3:37])[C:6]=3[N:7]=[C:8]([NH:25][C:26]3[CH:27]=[N:28][N:29]([CH3:31])[CH:30]=3)[N:9]=2)[CH2:16]1. The catalyst is C(Cl)Cl. The yield is 0.990. The reactants are [C:1]([C:3]1[C:11]2[C:10]([O:12][CH:13]3[CH2:16][CH:15]([NH:17]C(=O)OC(C)(C)C)[CH2:14]3)=[N:9][C:8]([NH:25][C:26]3[CH:27]=[N:28][N:29]([CH3:31])[CH:30]=3)=[N:7][C:6]=2[N:5]([CH2:32][O:33][CH2:34][CH2:35][Si:36]([CH3:39])([CH3:38])[CH3:37])[CH:4]=1)#[N:2].Cl. (6) The reactants are [O:1]1[CH2:6][CH2:5][CH:4]([C:7]2[CH:11]=[C:10]([NH2:12])[O:9][N:8]=2)[CH2:3][CH2:2]1.C(C1C=C(N[C:22](=[O:30])[O:23][C:24]2[CH:29]=[CH:28][CH:27]=[CH:26][CH:25]=2)ON=1)(C)C. No catalyst specified. The product is [O:1]1[CH2:2][CH2:3][CH:4]([C:7]2[CH:11]=[C:10]([NH:12][C:22](=[O:30])[O:23][C:24]3[CH:29]=[CH:28][CH:27]=[CH:26][CH:25]=3)[O:9][N:8]=2)[CH2:5][CH2:6]1. The yield is 0.560.